Dataset: Full USPTO retrosynthesis dataset with 1.9M reactions from patents (1976-2016). Task: Predict the reactants needed to synthesize the given product. (1) The reactants are: CC1(C)C(C)(C)OB([C:9]2[CH:14]=[CH:13][C:12]([N:15]3[CH:19]=[N:18][CH:17]=[N:16]3)=[CH:11][CH:10]=2)O1.[Br:21][C:22]1[CH:27]=[CH:26][C:25](I)=[CH:24][CH:23]=1.C([O-])([O-])=O.[K+].[K+]. Given the product [Br:21][C:22]1[CH:27]=[CH:26][C:25]([C:9]2[CH:10]=[CH:11][C:12]([N:15]3[CH:19]=[N:18][CH:17]=[N:16]3)=[CH:13][CH:14]=2)=[CH:24][CH:23]=1, predict the reactants needed to synthesize it. (2) Given the product [CH3:12][O:11][CH2:10][C:8]1[N:9]=[C:5]([CH2:4][N:18]2[N:17]=[C:16]([N+:13]([O-:15])=[O:14])[CH:20]=[N:19]2)[O:6][CH:7]=1, predict the reactants needed to synthesize it. The reactants are: N#N.Cl[CH2:4][C:5]1[O:6][CH:7]=[C:8]([CH2:10][O:11][CH3:12])[N:9]=1.[N+:13]([C:16]1[CH:20]=[N:19][NH:18][N:17]=1)([O-:15])=[O:14].CCN(C(C)C)C(C)C. (3) Given the product [P:14]([OH:18])([OH:17])([OH:16])=[O:15].[C:1]([OH:13])(=[O:12])[CH2:2][C:3]([CH2:8][C:9]([OH:11])=[O:10])([C:5]([OH:7])=[O:6])[OH:4], predict the reactants needed to synthesize it. The reactants are: [C:1]([OH:13])(=[O:12])[CH2:2][C:3]([CH2:8][C:9]([OH:11])=[O:10])([C:5]([OH:7])=[O:6])[OH:4].[P:14]([O-:18])([O-:17])([O-:16])=[O:15].[Na+].[Na+].[Na+].